Dataset: HIV replication inhibition screening data with 41,000+ compounds from the AIDS Antiviral Screen. Task: Binary Classification. Given a drug SMILES string, predict its activity (active/inactive) in a high-throughput screening assay against a specified biological target. (1) The drug is Cc1ccc2c(=O)c3ccccc3sc2c1. The result is 0 (inactive). (2) The compound is COC(=O)C(c1ccc(OC)cc1)N1C(=O)C(NC(=O)c2ccccc2)C1C(C)O. The result is 0 (inactive). (3) The molecule is CCOC(=O)c1ccc(N=C2C(=S)N(c3ccc(C(=O)OCC)cc3)C(=N)N2N=Cc2ccccc2)cc1. The result is 0 (inactive). (4) The drug is CC1OC(n2cc(I)c(=O)[nH]c2=O)C=CC1=O. The result is 0 (inactive). (5) The drug is COC1=C(OC)C(=O)C(CC=C(C)CCC=C(C)CCC=C(C)CCC=C(C)CCC=C(C)CCC=C(C)CCC=C(C)CCC=C(C)CCC=C(C)CCC=C(C)C)=C(C)C1=O. The result is 0 (inactive).